This data is from Peptide-MHC class I binding affinity with 185,985 pairs from IEDB/IMGT. The task is: Regression. Given a peptide amino acid sequence and an MHC pseudo amino acid sequence, predict their binding affinity value. This is MHC class I binding data. (1) The peptide sequence is FISIYSRPK. The MHC is HLA-A11:01 with pseudo-sequence HLA-A11:01. The binding affinity (normalized) is 0.624. (2) The peptide sequence is YNAVLTHVK. The MHC is H-2-Dd with pseudo-sequence H-2-Dd. The binding affinity (normalized) is 0. (3) The peptide sequence is YQAYAAPQL. The MHC is BoLA-T2b with pseudo-sequence BoLA-T2b. The binding affinity (normalized) is 0.0705. (4) The MHC is Mamu-B03 with pseudo-sequence Mamu-B03. The binding affinity (normalized) is 0. The peptide sequence is RKAKIIKDY. (5) The peptide sequence is APQFSLWRR. The MHC is HLA-A11:01 with pseudo-sequence HLA-A11:01. The binding affinity (normalized) is 0.352. (6) The peptide sequence is YPQLSAIAL. The MHC is HLA-B18:01 with pseudo-sequence HLA-B18:01. The binding affinity (normalized) is 0.462. (7) The peptide sequence is QMRAVGQPL. The MHC is HLA-A68:02 with pseudo-sequence HLA-A68:02. The binding affinity (normalized) is 0.317.